Dataset: Forward reaction prediction with 1.9M reactions from USPTO patents (1976-2016). Task: Predict the product of the given reaction. Given the reactants [Cl:1][C:2]([N:4]1[C@H:9]([CH3:10])[CH2:8][N:7](C(OC(C)(C)C)=O)[CH2:6][C@@H:5]1[CH3:18])=[O:3].[F:19][C:20]1[CH:27]=[CH:26][C:25]([O:28][CH3:29])=[CH:24][C:21]=1[CH2:22][OH:23], predict the reaction product. The product is: [ClH:1].[CH3:18][C@H:5]1[CH2:6][NH:7][CH2:8][C@@H:9]([CH3:10])[N:4]1[C:2]([O:23][CH2:22][C:21]1[CH:24]=[C:25]([O:28][CH3:29])[CH:26]=[CH:27][C:20]=1[F:19])=[O:3].